The task is: Predict the reactants needed to synthesize the given product.. This data is from Full USPTO retrosynthesis dataset with 1.9M reactions from patents (1976-2016). (1) Given the product [OH2:16].[CH:11]1[C:12]2[C:7](=[N:6][C:5]3[C:14]([C:13]=2[C:15]([OH:17])=[O:16])=[CH:1][CH:2]=[CH:3][CH:4]=3)[CH:8]=[CH:9][CH:10]=1, predict the reactants needed to synthesize it. The reactants are: [CH:1]1[C:14]2[C:5](=[N:6][C:7]3[C:12]([C:13]=2[C:15]([O:17]C)=[O:16])=[CH:11][CH:10]=[CH:9][CH:8]=3)[CH:4]=[CH:3][CH:2]=1. (2) Given the product [CH3:12][C:13]1[CH:18]=[C:17]([N+:19]([O-:21])=[O:20])[CH:16]=[CH:15][C:14]=1[N:22]=[C:23]1[NH:7][C@@H:4]([CH:1]([CH3:3])[CH3:2])[CH2:5][S:24]1, predict the reactants needed to synthesize it. The reactants are: [CH:1]([C@H:4]([NH2:7])[CH2:5]O)([CH3:3])[CH3:2].O=S(Cl)Cl.[CH3:12][C:13]1[CH:18]=[C:17]([N+:19]([O-:21])=[O:20])[CH:16]=[CH:15][C:14]=1[N:22]=[C:23]=[S:24]. (3) Given the product [Cl:8][C:5]1[CH:6]=[CH:7][C:2]([O:22][C:19]2[CH:18]=[CH:17][C:16]([NH:15][C:12](=[O:14])[CH3:13])=[CH:21][CH:20]=2)=[C:3]([N+:9]([O-:11])=[O:10])[CH:4]=1, predict the reactants needed to synthesize it. The reactants are: F[C:2]1[CH:7]=[CH:6][C:5]([Cl:8])=[CH:4][C:3]=1[N+:9]([O-:11])=[O:10].[C:12]([NH:15][C:16]1[CH:21]=[CH:20][C:19]([OH:22])=[CH:18][CH:17]=1)(=[O:14])[CH3:13].C(=O)([O-])[O-].[Cs+].[Cs+]. (4) Given the product [CH2:1]1[C:13]2[NH:12][C:11]3[C:6](=[CH:7][CH:8]=[CH:9][CH:10]=3)[C:5]=2[CH2:4][CH2:3][N:2]1[C:37]([C:22]1([CH3:21])[CH2:26][CH:25]2[CH:27]([CH3:36])[C:28]([N+:33]([O-:35])=[O:34])=[C:29]([CH3:32])[C:30]([CH3:31])=[C:24]2[O:23]1)=[O:38], predict the reactants needed to synthesize it. The reactants are: [CH2:1]1[C:13]2[NH:12][C:11]3[C:6](=[CH:7][CH:8]=[CH:9][CH:10]=3)[C:5]=2[CH2:4][CH2:3][NH:2]1.C(N(CC)CC)C.[CH3:21][C:22]1([C:37](Cl)=[O:38])[CH2:26][C:25]2[C:27]([CH3:36])=[C:28]([N+:33]([O-:35])=[O:34])[C:29]([CH3:32])=[C:30]([CH3:31])[C:24]=2[O:23]1. (5) Given the product [CH2:96]([P:87]([CH2:88][CH2:89][CH2:90][CH2:91][CH2:92][CH2:93][CH2:94][CH3:95])(=[O:104])[OH:7])[CH2:97][CH2:98][CH2:99][CH2:100][CH2:101][CH2:102][CH3:103], predict the reactants needed to synthesize it. The reactants are: C1([O:7]C2C=CC=CC=2)C=CC=CC=1.C(O)(=O)CCCCCCC/C=C\CCCCCCCC.C(N)CCCCCCC/C=C\CCCCCCCC.[Se].C(P(CCCCCCCC)CCCCCCCC)CCCCCCC.C([P:87](=[O:104])([CH2:96][CH2:97][CH2:98][CH2:99][CH2:100][CH2:101][CH2:102][CH3:103])[CH2:88][CH2:89][CH2:90][CH2:91][CH2:92][CH2:93][CH2:94][CH3:95])CCCCCCC. (6) The reactants are: [F:1][C:2]1[CH:3]=[CH:4][C:5]([OH:18])=[C:6]([C:8]2[CH:17]=[CH:16][C:11]([C:12]([O:14]C)=[O:13])=[CH:10][N:9]=2)[CH:7]=1.[OH-].[Li+]. Given the product [F:1][C:2]1[CH:3]=[CH:4][C:5]([OH:18])=[C:6]([C:8]2[CH:17]=[CH:16][C:11]([C:12]([OH:14])=[O:13])=[CH:10][N:9]=2)[CH:7]=1, predict the reactants needed to synthesize it. (7) Given the product [CH3:42][O:41][CH2:40][CH2:39][O:1][C:2]1[CH:3]=[CH:4][C:5]([O:6][C:7]2[N:12]=[C:11]([CH3:13])[C:10]([CH2:14][N:15]3[CH2:16][CH2:17][CH:18]([N:21]4[C@H:25]([C:26]5[CH:27]=[CH:28][CH:29]=[CH:30][CH:31]=5)[CH2:24][NH:23][C:22]4=[O:32])[CH2:19][CH2:20]3)=[CH:9][CH:8]=2)=[CH:33][CH:34]=1, predict the reactants needed to synthesize it. The reactants are: [OH:1][C:2]1[CH:34]=[CH:33][C:5]([O:6][C:7]2[N:12]=[C:11]([CH3:13])[C:10]([CH2:14][N:15]3[CH2:20][CH2:19][CH:18]([N:21]4[C@H:25]([C:26]5[CH:31]=[CH:30][CH:29]=[CH:28][CH:27]=5)[CH2:24][NH:23][C:22]4=[O:32])[CH2:17][CH2:16]3)=[CH:9][CH:8]=2)=[CH:4][CH:3]=1.[H-].[Na+].BrC[CH2:39][CH2:40][O:41][CH2:42]CCBr. (8) The reactants are: [CH3:1][N:2]1[C:7]2[CH:8]=[CH:9][CH:10]=[CH:11][C:6]=2[C:5](=O)[O:4]C1=O.[CH3:14][NH2:15]. Given the product [CH3:14][NH:15][C:5](=[O:4])[C:6]1[CH:11]=[CH:10][CH:9]=[CH:8][C:7]=1[NH:2][CH3:1], predict the reactants needed to synthesize it.